Dataset: Catalyst prediction with 721,799 reactions and 888 catalyst types from USPTO. Task: Predict which catalyst facilitates the given reaction. (1) Reactant: Cl[CH:2]([C:10](=[O:13])[CH2:11][CH3:12])[C:3](=[O:9])[C:4]([O:6][CH2:7][CH3:8])=[O:5].[Cl:14][C:15]1[CH:16]=[C:17]([SH:22])[CH:18]=[C:19]([Cl:21])[CH:20]=1.C(=O)([O-])[O-].[K+].[K+].[I-].[Na+]. Product: [Cl:14][C:15]1[CH:16]=[C:17]([S:22][CH:2]([C:10](=[O:13])[CH2:11][CH3:12])[C:3](=[O:9])[C:4]([O:6][CH2:7][CH3:8])=[O:5])[CH:18]=[C:19]([Cl:21])[CH:20]=1. The catalyst class is: 95. (2) Reactant: [CH2:1]([NH:3][CH2:4][CH3:5])[CH3:2].[F:6][C:7]1[CH:12]=[CH:11][C:10]([C:13]2[N:17]([CH3:18])[N:16]=[CH:15][C:14]=2/[CH:19]=[CH:20]/[C:21]([NH:23][C:24]2[CH:29]=[CH:28][C:27]([CH2:30][C:31](O)=[O:32])=[CH:26][CH:25]=2)=[O:22])=[CH:9][CH:8]=1.O.ON1C2C=CC=CC=2N=N1.Cl.C(N=C=NCCCN(C)C)C. The catalyst class is: 145. Product: [CH2:1]([N:3]([CH2:4][CH3:5])[C:31](=[O:32])[CH2:30][C:27]1[CH:26]=[CH:25][C:24]([NH:23][C:21](=[O:22])/[CH:20]=[CH:19]/[C:14]2[CH:15]=[N:16][N:17]([CH3:18])[C:13]=2[C:10]2[CH:9]=[CH:8][C:7]([F:6])=[CH:12][CH:11]=2)=[CH:29][CH:28]=1)[CH3:2]. (3) Reactant: [Cl:1][C:2]1[NH:11][C:10]2[C:9](=[O:12])[N:7]([CH3:8])[C:6](=[O:13])[N:5]([CH3:14])[C:4]=2[N:3]=1.[C:15]([C:17]1[CH:24]=[CH:23][CH:22]=[CH:21][C:18]=1[CH2:19]Br)#[N:16].C(=O)([O-])[O-].[K+].[K+].[I-].[K+]. Product: [Cl:1][C:2]1[N:11]([CH2:19][C:18]2[CH:21]=[CH:22][CH:23]=[CH:24][C:17]=2[C:15]#[N:16])[C:10]2[C:9](=[O:12])[N:7]([CH3:8])[C:6](=[O:13])[N:5]([CH3:14])[C:4]=2[N:3]=1. The catalyst class is: 3.